Dataset: Catalyst prediction with 721,799 reactions and 888 catalyst types from USPTO. Task: Predict which catalyst facilitates the given reaction. Reactant: [C:1]([C:3]([C:6]1[CH:15]=[CH:14][C:9]([C:10]([O:12]C)=[O:11])=[CH:8][CH:7]=1)([CH3:5])[CH3:4])#[N:2].O[Li].O. Product: [C:1]([C:3]([C:6]1[CH:15]=[CH:14][C:9]([C:10]([OH:12])=[O:11])=[CH:8][CH:7]=1)([CH3:5])[CH3:4])#[N:2]. The catalyst class is: 278.